From a dataset of Reaction yield outcomes from USPTO patents with 853,638 reactions. Predict the reaction yield, written as a fraction of the theoretical maximum amount of product (1.0 means a 100% yield; for example, 0.34 means a 34% yield). (1) The reactants are [Cl:1][C:2]1[CH:3]=[C:4]([C:10](=[O:17])[C:11]#[C:12][C:13](O)([CH3:15])[CH3:14])[CH:5]=[CH:6][C:7]=1[O:8][CH3:9].C(NCC)C.C([OH:25])C. No catalyst specified. The product is [Cl:1][C:2]1[CH:3]=[C:4]([C:10]2[O:17][C:13]([CH3:14])([CH3:15])[C:12](=[O:25])[CH:11]=2)[CH:5]=[CH:6][C:7]=1[O:8][CH3:9]. The yield is 1.00. (2) The reactants are C(O[BH-](OC(=O)C)OC(=O)C)(=O)C.[Na+].O=[C:16]1[CH2:21][CH2:20][N:19]([C:22]([O:24][C:25]([CH3:28])([CH3:27])[CH3:26])=[O:23])[CH2:18][CH2:17]1.[CH2:29]([NH2:33])[CH:30]([CH3:32])[CH3:31].C(O)(=O)C.[OH-].[Na+]. The catalyst is ClCCCl. The product is [C:25]([O:24][C:22]([N:19]1[CH2:20][CH2:21][CH:16]([NH:33][CH2:29][CH:30]([CH3:32])[CH3:31])[CH2:17][CH2:18]1)=[O:23])([CH3:28])([CH3:27])[CH3:26]. The yield is 0.950. (3) The catalyst is CC(C)=O.CCOC(C)=O. The yield is 0.830. The product is [CH3:1][O:2][C:3]1[CH:4]=[C:5]([S:12]([CH3:13])(=[O:16])=[O:14])[CH:6]=[CH:7][C:8]=1[N+:9]([O-:11])=[O:10]. The reactants are [CH3:1][O:2][C:3]1[CH:4]=[C:5]([S:12][CH3:13])[CH:6]=[CH:7][C:8]=1[N+:9]([O-:11])=[O:10].[OH2:14].C[OH:16].OOS([O-])=O.[K+]. (4) The reactants are Cl.[NH2:2][CH:3]([C:8]1[CH:13]=[CH:12][CH:11]=[CH:10][CH:9]=1)[C:4]([O:6][CH3:7])=[O:5].F[C:15]1[CH:24]=[CH:23][C:18]([C:19]([O:21][CH3:22])=[O:20])=[CH:17][C:16]=1[N+:25]([O-:27])=[O:26].CCN(C(C)C)C(C)C. The catalyst is CN(C=O)C. The product is [CH3:7][O:6][C:4](=[O:5])[CH:3]([NH:2][C:15]1[CH:24]=[CH:23][C:18]([C:19]([O:21][CH3:22])=[O:20])=[CH:17][C:16]=1[N+:25]([O-:27])=[O:26])[C:8]1[CH:13]=[CH:12][CH:11]=[CH:10][CH:9]=1. The yield is 0.900. (5) The catalyst is CN1C(=O)CCC1.CCOC(C)=O. The product is [NH2:43][C:40]1[CH:41]=[CH:42][C:37]([C:35]([NH:34][C:30]2[CH:31]=[CH:32][CH:33]=[C:28]([NH:27][C:2]3[N:7]=[C:6]([C:8]4[C:16]5[C:11](=[CH:12][CH:13]=[CH:14][CH:15]=5)[N:10]([S:17]([C:20]5[CH:25]=[CH:24][CH:23]=[CH:22][CH:21]=5)(=[O:19])=[O:18])[CH:9]=4)[C:5]([Cl:26])=[CH:4][N:3]=3)[CH:29]=2)=[O:36])=[CH:38][CH:39]=1. The yield is 0.350. The reactants are Cl[C:2]1[N:7]=[C:6]([C:8]2[C:16]3[C:11](=[CH:12][CH:13]=[CH:14][CH:15]=3)[N:10]([S:17]([C:20]3[CH:25]=[CH:24][CH:23]=[CH:22][CH:21]=3)(=[O:19])=[O:18])[CH:9]=2)[C:5]([Cl:26])=[CH:4][N:3]=1.[NH2:27][C:28]1[CH:29]=[C:30]([NH:34][C:35]([C:37]2[CH:42]=[CH:41][C:40]([NH:43]C(=O)OC(C)(C)C)=[CH:39][CH:38]=2)=[O:36])[CH:31]=[CH:32][CH:33]=1. (6) The reactants are [Cl:1][C:2]1[N:7]=[C:6](Cl)[C:5]([CH3:9])=[CH:4][N:3]=1.[C:10]([NH:13][CH2:14][CH2:15][NH2:16])(=[O:12])[CH3:11].C(N(C(C)C)C(C)C)C. The catalyst is CC(N(C)C)=O. The product is [Cl:1][C:2]1[N:7]=[C:6]([NH:16][CH2:15][CH2:14][NH:13][C:10](=[O:12])[CH3:11])[C:5]([CH3:9])=[CH:4][N:3]=1. The yield is 0.780.